Task: Predict which catalyst facilitates the given reaction.. Dataset: Catalyst prediction with 721,799 reactions and 888 catalyst types from USPTO (1) Reactant: [C:1]([C:5]1[O:9][C:8]([C:10](O)=[O:11])=[CH:7][C:6]=1[S:13](=[O:16])(=[O:15])[NH2:14])([CH3:4])([CH3:3])[CH3:2].[H-].[Al+3].[Li+].[H-].[H-].[H-].[Cl-].[NH4+]. Product: [C:1]([C:5]1[O:9][C:8]([CH2:10][OH:11])=[CH:7][C:6]=1[S:13]([NH2:14])(=[O:16])=[O:15])([CH3:4])([CH3:2])[CH3:3]. The catalyst class is: 134. (2) Reactant: [CH3:1][O:2][C:3]1[CH:8]=[CH:7][C:6]([NH:9][CH:10]=[C:11]([C:17]([O:19]CC)=O)[C:12]([O:14][CH2:15][CH3:16])=[O:13])=[C:5]([CH3:22])[CH:4]=1. Product: [OH:19][C:17]1[C:7]2[C:6](=[C:5]([CH3:22])[CH:4]=[C:3]([O:2][CH3:1])[CH:8]=2)[N:9]=[CH:10][C:11]=1[C:12]([O:14][CH2:15][CH3:16])=[O:13]. The catalyst class is: 400. (3) Reactant: [O:1]1[C:6]2[CH:7]=[CH:8][C:9]([NH:11][C:12]3[CH:17]=[C:16](I)[CH:15]=[CH:14][N:13]=3)=[CH:10][C:5]=2[O:4][CH2:3][CH2:2]1.[F:19][C:20]([F:31])([F:30])[C:21]1[CH:22]=[C:23](B(O)O)[CH:24]=[CH:25][CH:26]=1. Product: [O:1]1[C:6]2[CH:7]=[CH:8][C:9]([NH:11][C:12]3[CH:17]=[C:16]([C:25]4[CH:24]=[CH:23][CH:22]=[C:21]([C:20]([F:31])([F:30])[F:19])[CH:26]=4)[CH:15]=[CH:14][N:13]=3)=[CH:10][C:5]=2[O:4][CH2:3][CH2:2]1. The catalyst class is: 276.